Task: Predict the product of the given reaction.. Dataset: Forward reaction prediction with 1.9M reactions from USPTO patents (1976-2016) (1) Given the reactants [C:1]([NH:5][C:6](=[O:11])[C:7](C)([CH3:9])[CH3:8])([CH3:4])([CH3:3])[CH3:2].C(N)(C)(C)C.C(N(CC)CC)C.C(Cl)(=O)C(C)C, predict the reaction product. The product is: [C:1]([NH:5][C:6](=[O:11])[CH:7]([CH3:9])[CH3:8])([CH3:4])([CH3:3])[CH3:2]. (2) Given the reactants [OH:1][C:2]1[CH:6]=[C:5]([C:7]([O:9][CH3:10])=[O:8])[NH:4][N:3]=1.[CH2:11](Br)[C:12]1[CH:17]=[CH:16][CH:15]=[CH:14][CH:13]=1.C(=O)([O-])[O-].[K+].[K+].CN(C)C=O, predict the reaction product. The product is: [CH2:11]([N:4]1[C:5]([C:7]([O:9][CH3:10])=[O:8])=[CH:6][C:2]([OH:1])=[N:3]1)[C:12]1[CH:17]=[CH:16][CH:15]=[CH:14][CH:13]=1. (3) Given the reactants Br[C:2]1[CH:3]=[CH:4][C:5]([F:12])=[C:6]2[C:11]=1[N:10]=[CH:9][CH:8]=[CH:7]2.O1[C:17]2([CH2:22][CH2:21][NH:20][CH2:19][CH2:18]2)[O:16]CC1.C1(C2C3C(=CC=CC=3)C=CC=2)C2C(=CC=CC=2)C=CC=1.C1(PC2C=CC=CC=2)C=CC=CC=1, predict the reaction product. The product is: [F:12][C:5]1[CH:4]=[CH:3][C:2]([N:20]2[CH2:21][CH2:22][C:17](=[O:16])[CH2:18][CH2:19]2)=[C:11]2[C:6]=1[CH:7]=[CH:8][CH:9]=[N:10]2. (4) Given the reactants [CH3:1][NH:2][CH2:3][CH2:4][C@H:5]([O:11][C:12]1[CH:13]=[CH:14][CH:15]=[C:16]2[CH:21]=[CH:20][CH:19]=[CH:18][C:17]=12)[C:6]1[S:10][CH:9]=[CH:8][CH:7]=1.Cl.C(O)[C@H]([C@H]([C@@H]([C@@H](CO)O)O)O)O, predict the reaction product. The product is: [CH3:1][NH:2][CH2:3][CH2:4][C@H:5]([O:11][C:12]1[CH:13]=[CH:14][CH:15]=[C:16]2[CH:21]=[CH:20][CH:19]=[CH:18][C:17]=12)[C:6]1[S:10][CH:9]=[CH:8][CH:7]=1.